Dataset: Catalyst prediction with 721,799 reactions and 888 catalyst types from USPTO. Task: Predict which catalyst facilitates the given reaction. (1) Reactant: [NH2:1][C:2]1[C:3]([O:28][C:29]2[CH:34]=[CH:33][C:32]([F:35])=[CH:31][C:30]=2[F:36])=[C:4]([C:9]2[C:10]3[CH:19]=[CH:18][N:17]([CH2:20][O:21][CH2:22][CH2:23][Si:24]([CH3:27])([CH3:26])[CH3:25])[C:11]=3[C:12](=[O:16])[N:13]([CH3:15])[CH:14]=2)[CH:5]=[CH:6][C:7]=1[NH2:8].[CH:37]([O-])([O-])OCC.O.C1(C)C=CC(S(O)(=O)=O)=CC=1. Product: [F:36][C:30]1[CH:31]=[C:32]([F:35])[CH:33]=[CH:34][C:29]=1[O:28][C:3]1[C:2]2[N:1]=[CH:37][NH:8][C:7]=2[CH:6]=[CH:5][C:4]=1[C:9]1[C:10]2[CH:19]=[CH:18][N:17]([CH2:20][O:21][CH2:22][CH2:23][Si:24]([CH3:26])([CH3:27])[CH3:25])[C:11]=2[C:12](=[O:16])[N:13]([CH3:15])[CH:14]=1. The catalyst class is: 355. (2) Reactant: [CH3:1][N:2]1[C:6]([C:7]2[CH:8]=[C:9]([C:15]([O:17][CH3:18])=[O:16])[S:10][C:11]=2[CH2:12][CH2:13][CH3:14])=[CH:5][CH:4]=[N:3]1.[Br:19]N1C(=O)CCC1=O. Product: [Br:19][C:5]1[CH:4]=[N:3][N:2]([CH3:1])[C:6]=1[C:7]1[CH:8]=[C:9]([C:15]([O:17][CH3:18])=[O:16])[S:10][C:11]=1[CH2:12][CH2:13][CH3:14]. The catalyst class is: 7.